This data is from Reaction yield outcomes from USPTO patents with 853,638 reactions. The task is: Predict the reaction yield, written as a fraction of the theoretical maximum amount of product (1.0 means a 100% yield; for example, 0.34 means a 34% yield). The reactants are C[O:2][C:3]1[CH:12]=[CH:11][C:10]2[C:5](=[CH:6][CH:7]=[C:8]([O:13][CH3:14])[CH:9]=2)[C:4]=1[C:15]([C:17]1[CH:22]=[CH:21][C:20]([O:23][CH2:24][CH2:25][N:26]2[CH2:31][CH2:30][CH2:29][CH2:28][CH2:27]2)=[CH:19][CH:18]=1)=[O:16].N#N.B(Cl)(Cl)Cl.CO.C([O-])(O)=O.[Na+]. The catalyst is C(Cl)Cl. The product is [OH:2][C:3]1[CH:12]=[CH:11][C:10]2[C:5](=[CH:6][CH:7]=[C:8]([O:13][CH3:14])[CH:9]=2)[C:4]=1[C:15]([C:17]1[CH:22]=[CH:21][C:20]([O:23][CH2:24][CH2:25][N:26]2[CH2:31][CH2:30][CH2:29][CH2:28][CH2:27]2)=[CH:19][CH:18]=1)=[O:16]. The yield is 0.870.